Dataset: TCR-epitope binding with 47,182 pairs between 192 epitopes and 23,139 TCRs. Task: Binary Classification. Given a T-cell receptor sequence (or CDR3 region) and an epitope sequence, predict whether binding occurs between them. (1) The epitope is EPLPQGQLTAY. The TCR CDR3 sequence is CASSGDRDAGSSYEQYF. Result: 0 (the TCR does not bind to the epitope). (2) The epitope is HTDFSSEIIGY. The TCR CDR3 sequence is CASSNPRLDATGELFF. Result: 0 (the TCR does not bind to the epitope).